Dataset: Full USPTO retrosynthesis dataset with 1.9M reactions from patents (1976-2016). Task: Predict the reactants needed to synthesize the given product. (1) Given the product [Cl:1][C:2]1[C:3]([F:36])=[C:4]([C@:8]([C@@H:16]2[CH2:21][CH2:20][CH2:19][N:18]([C:22]([NH:24][C@@H:25]([CH2:29][CH:30]3[CH2:35][CH2:34][CH2:33][CH2:32][CH2:31]3)[CH2:26][NH:27][CH3:28])=[O:23])[CH2:17]2)([NH:41][C:37](=[O:43])[CH:38]([CH3:40])[CH3:39])[CH2:9][CH2:10][CH2:11][CH2:12][O:13][CH3:14])[CH:5]=[CH:6][CH:7]=1, predict the reactants needed to synthesize it. The reactants are: [Cl:1][C:2]1[C:3]([F:36])=[C:4]([C@:8]([C@@H:16]2[CH2:21][CH2:20][CH2:19][N:18]([C:22]([NH:24][C@@H:25]([CH2:29][CH:30]3[CH2:35][CH2:34][CH2:33][CH2:32][CH2:31]3)[CH2:26][NH:27][CH3:28])=[O:23])[CH2:17]2)(O)[CH2:9][CH2:10][CH2:11][CH2:12][O:13][CH3:14])[CH:5]=[CH:6][CH:7]=1.[C:37](#[N:41])[CH:38]([CH3:40])[CH3:39].C([O-])([O-])=[O:43].[K+].[K+]. (2) Given the product [CH2:21]([N:9]1[CH:8]=[CH:7][C:6]2[C:11](=[CH:12][CH:13]=[C:4]3[CH:3]=[CH:2][NH:1][C:5]3=2)[C:10]1=[O:14])[C:22]1[CH:27]=[CH:26][CH:25]=[CH:24][CH:23]=1, predict the reactants needed to synthesize it. The reactants are: [NH:1]1[C:5]2=[C:6]3[C:11](=[CH:12][CH:13]=[C:4]2[CH:3]=[CH:2]1)[C:10](=[O:14])[NH:9][CH:8]=[CH:7]3.C([O-])([O-])=O.[K+].[K+].[CH2:21](Br)[C:22]1[CH:27]=[CH:26][CH:25]=[CH:24][CH:23]=1. (3) Given the product [Cl:1][C:2]1[CH:12]=[CH:11][C:5]([C:6]([OH:8])=[O:7])=[CH:4][C:3]=1[N:13]1[C:22](=[O:23])[C:21]2[C:16](=[CH:17][CH:18]=[CH:19][CH:20]=2)[NH:15][C:14]1=[O:24], predict the reactants needed to synthesize it. The reactants are: [Cl:1][C:2]1[CH:12]=[CH:11][C:5]([C:6]([O:8]CC)=[O:7])=[CH:4][C:3]=1[N:13]1[C:22](=[O:23])[C:21]2[C:16](=[CH:17][CH:18]=[CH:19][CH:20]=2)[NH:15][C:14]1=[O:24].[OH-].[Na+].Cl. (4) The reactants are: [NH2:1][C:2]1[N:31]=[C:5]2[N:6]([C:21]3[CH:26]=[CH:25][CH:24]=[C:23]([C:27]([F:30])([F:29])[F:28])[CH:22]=3)[C:7]([CH3:20])=[C:8]([C:18]#[N:19])[C@@H:9]([C:10]3[CH:15]=[CH:14][C:13]([C:16]#[N:17])=[CH:12][CH:11]=3)[N:4]2[N:3]=1.C1COCC1.Cl[C:38]([O:40][CH3:41])=[O:39]. Given the product [C:18]([C:8]1[C@@H:9]([C:10]2[CH:15]=[CH:14][C:13]([C:16]#[N:17])=[CH:12][CH:11]=2)[N:4]2[N:3]=[C:2]([NH:1][C:38](=[O:39])[O:40][CH3:41])[N:31]=[C:5]2[N:6]([C:21]2[CH:26]=[CH:25][CH:24]=[C:23]([C:27]([F:28])([F:30])[F:29])[CH:22]=2)[C:7]=1[CH3:20])#[N:19], predict the reactants needed to synthesize it.